Dataset: Catalyst prediction with 721,799 reactions and 888 catalyst types from USPTO. Task: Predict which catalyst facilitates the given reaction. (1) Reactant: [F:1][C:2]1[CH:3]=[C:4]([C@H:8]2[CH2:12][CH2:11][CH2:10][N:9]2[C:13]2[CH:18]=[CH:17][N:16]3[N:19]=[CH:20][C:21]([NH2:22])=[C:15]3[N:14]=2)[CH:5]=[CH:6][CH:7]=1.C1N=CN([C:28]([N:30]2[CH:34]=N[CH:32]=[CH:31]2)=[O:29])C=1.N1CC[O:38][CH2:37]C1. Product: [F:1][C:2]1[CH:3]=[C:4]([C@H:8]2[CH2:12][CH2:11][CH2:10][N:9]2[C:13]2[CH:18]=[CH:17][N:16]3[N:19]=[CH:20][C:21]([NH:22][C:28]([N:30]4[CH2:31][CH2:32][O:38][CH2:37][CH2:34]4)=[O:29])=[C:15]3[N:14]=2)[CH:5]=[CH:6][CH:7]=1. The catalyst class is: 2. (2) Reactant: [CH3:1][O:2][C:3]1[CH:4]=[CH:5][C:6]2[O:11][CH:10]([C:12]3[CH:17]=[CH:16][CH:15]=[CH:14][CH:13]=3)[C:9](=O)[NH:8][C:7]=2[CH:19]=1.O1CCCC1.[H-].[Al+3].[Li+].[H-].[H-].[H-].[OH-].[Na+]. The catalyst class is: 6. Product: [CH3:1][O:2][C:3]1[CH:4]=[CH:5][C:6]2[O:11][CH:10]([C:12]3[CH:17]=[CH:16][CH:15]=[CH:14][CH:13]=3)[CH2:9][NH:8][C:7]=2[CH:19]=1.